From a dataset of Full USPTO retrosynthesis dataset with 1.9M reactions from patents (1976-2016). Predict the reactants needed to synthesize the given product. Given the product [Cl:21][C:5]1[C:7]2[CH:8]=[CH:9][CH:10]=[CH:11][C:12]=2[S:1](=[O:3])(=[O:2])[N:4]=1, predict the reactants needed to synthesize it. The reactants are: [S:1]1([C:12]2[C:7](=[CH:8][CH:9]=[CH:10][CH:11]=2)[C:5](=O)[NH:4]1)(=[O:3])=[O:2].O1CCOCC1.S(Cl)([Cl:21])=O.